From a dataset of Forward reaction prediction with 1.9M reactions from USPTO patents (1976-2016). Predict the product of the given reaction. (1) Given the reactants [Cl:1][C:2]1[CH:17]=[CH:16][C:5]([O:6][C:7]2[CH:12]=[CH:11][C:10]([N+:13]([O-])=O)=[CH:9][CH:8]=2)=[C:4]([CH:18]2[CH2:23][CH2:22][CH2:21][CH2:20][CH2:19]2)[CH:3]=1, predict the reaction product. The product is: [Cl:1][C:2]1[CH:17]=[CH:16][C:5]([O:6][C:7]2[CH:12]=[CH:11][C:10]([NH2:13])=[CH:9][CH:8]=2)=[C:4]([CH:18]2[CH2:23][CH2:22][CH2:21][CH2:20][CH2:19]2)[CH:3]=1. (2) Given the reactants [NH2:1][C:2]1[C:7]([N+]([O-])=O)=[C:6](C2SC=CC=2)[CH:5]=[CH:4][N:3]=1.[Na+].[I-:17].[CH3:18][C:19](Cl)=[O:20].C([O-])([O-])=O.[Na+].[Na+].OS([O-])=O.[Na+].[C:33](#N)[CH3:34], predict the reaction product. The product is: [I:17][C:6]1[CH:5]=[CH:4][N:3]=[C:2]2[N:1]([C:19](=[O:20])[CH3:18])[CH:33]=[CH:34][C:7]=12.[I:17][C:6]1[CH:5]=[CH:4][N:3]=[C:2]2[NH:1][CH:18]=[CH:19][C:7]=12. (3) The product is: [F:27][C:28]1[CH:29]=[CH:30][CH:31]=[C:32]2[C:36]=1[N:35]([CH2:37][C:38]1[O:39][C:40]([C:43]([F:46])([F:44])[F:45])=[CH:41][CH:42]=1)[C:34](=[O:47])[CH:33]2[C:48]1[C:56]([OH:57])=[CH:55][C:51]2[O:52][CH2:53][O:54][C:50]=2[CH:49]=1. Given the reactants C1(CCN2C3C(=CC=CC=3)C(O)(C3C(O)=CC4OCOC=4C=3)C2=O)CC1.[F:27][C:28]1[CH:29]=[CH:30][CH:31]=[C:32]2[C:36]=1[N:35]([CH2:37][C:38]1[O:39][C:40]([C:43]([F:46])([F:45])[F:44])=[CH:41][CH:42]=1)[C:34](=[O:47])[C:33]2(O)[C:48]1[C:56]([OH:57])=[CH:55][C:51]2[O:52][CH2:53][O:54][C:50]=2[CH:49]=1, predict the reaction product. (4) Given the reactants [H-].[Na+].O[C@@H]1[C@H](COS(C)(=O)=O)CN(C(OC(C)(C)C)=O)C1.C(S)CCCC#C.Cl.[CH2:30]([S:36][CH2:37][C@@H:38]1[C@@H:42]([OH:43])[CH2:41][N:40](C(OC(C)(C)C)=O)[CH2:39]1)[CH2:31][CH2:32][CH2:33][C:34]#[CH:35], predict the reaction product. The product is: [CH2:30]([S:36][CH2:37][C@H:38]1[CH2:39][NH:40][CH2:41][C@@H:42]1[OH:43])[CH2:31][CH2:32][CH2:33][C:34]#[CH:35]. (5) Given the reactants Cl[C:2]1[CH:3]=[C:4]([C:9]2[N:13]3[CH:14]=[CH:15][C:16]([C:19]([OH:22])([CH3:21])[CH3:20])=[C:17]([F:18])[C:12]3=[N:11][CH:10]=2)[CH:5]=[CH:6][C:7]=1[F:8].[F:23][C:24]1[CH:25]=[C:26](B(O)O)[CH:27]=[C:28]([F:30])[CH:29]=1, predict the reaction product. The product is: [F:18][C:17]1[C:12]2[N:13]([C:9]([C:4]3[CH:5]=[CH:6][C:7]([F:8])=[C:2]([C:26]4[CH:25]=[C:24]([F:23])[CH:29]=[C:28]([F:30])[CH:27]=4)[CH:3]=3)=[CH:10][N:11]=2)[CH:14]=[CH:15][C:16]=1[C:19]([OH:22])([CH3:21])[CH3:20]. (6) The product is: [I:14][C:11]1[CH:12]=[CH:13][C:8]([C:5]2[CH:6]=[CH:7][C:2]([C:15]3[CH:20]=[CH:19][CH:18]=[CH:17][CH:16]=3)=[CH:3][CH:4]=2)=[CH:9][CH:10]=1. Given the reactants I[C:2]1[CH:7]=[CH:6][C:5]([C:8]2[CH:13]=[CH:12][C:11]([I:14])=[CH:10][CH:9]=2)=[CH:4][CH:3]=1.[C:15]1(OB(O)O)[CH:20]=[CH:19][CH:18]=[CH:17][CH:16]=1.C(=O)([O-])[O-].[Na+].[Na+], predict the reaction product. (7) Given the reactants [CH3:1][O:2][C:3]1[CH:9]=[CH:8][C:6]([NH2:7])=[CH:5][CH:4]=1.C1C=CC(P([C:23]2[C:32]([C:25]3[C:24](P(C4C=CC=CC=4)C4C=CC=CC=4)=[CH:23][CH:32]=[C:31]4[C:26]=3[CH:27]=CC=C4)=[C:31]3[C:26]([CH:27]=CC=C3)=[CH:25][CH:24]=2)C2C=CC=CC=2)=CC=1.[C:56](=O)([O-])[O-:57].[Cs+].[Cs+].[OH2:62], predict the reaction product. The product is: [CH3:1][O:2][C:3]1[CH:9]=[CH:8][C:6]([NH:7][C:24]2[CH:25]=[C:26]([CH:31]=[CH:32][CH:23]=2)[C:27]([O:57][CH3:56])=[O:62])=[CH:5][CH:4]=1. (8) Given the reactants I[C:2]1[N:25]([S:26]([C:29]2[CH:34]=[CH:33][CH:32]=[CH:31][CH:30]=2)(=[O:28])=[O:27])[C:5]2=[N:6][CH:7]=[CH:8][C:9]([C:10]3[CH:11]=[CH:12][C:13]([O:18][CH:19]4[CH2:24][CH2:23][O:22][CH2:21][CH2:20]4)=[C:14]([CH:17]=3)[C:15]#[N:16])=[C:4]2[CH:3]=1.[O:35]1[CH2:38][CH:37]([N:39]2[CH:43]=[C:42](B3OC(C)(C)C(C)(C)O3)[CH:41]=[N:40]2)[CH2:36]1.C(=O)([O-])[O-].[Cs+].[Cs+], predict the reaction product. The product is: [O:35]1[CH2:38][CH:37]([N:39]2[CH:43]=[C:42]([C:2]3[N:25]([S:26]([C:29]4[CH:34]=[CH:33][CH:32]=[CH:31][CH:30]=4)(=[O:27])=[O:28])[C:5]4=[N:6][CH:7]=[CH:8][C:9]([C:10]5[CH:11]=[CH:12][C:13]([O:18][CH:19]6[CH2:20][CH2:21][O:22][CH2:23][CH2:24]6)=[C:14]([CH:17]=5)[C:15]#[N:16])=[C:4]4[CH:3]=3)[CH:41]=[N:40]2)[CH2:36]1. (9) Given the reactants [CH2:1]([O:4][C:5]1[CH:10]=[CH:9][C:8]([Br:11])=[CH:7][C:6]=1[N+:12]([O-])=O)[CH:2]=[CH2:3].[NH4+].[Cl-].C(O)C, predict the reaction product. The product is: [CH2:1]([O:4][C:5]1[CH:10]=[CH:9][C:8]([Br:11])=[CH:7][C:6]=1[NH2:12])[CH:2]=[CH2:3].